Dataset: Forward reaction prediction with 1.9M reactions from USPTO patents (1976-2016). Task: Predict the product of the given reaction. (1) Given the reactants Cl[C:2]1[NH:3][C:4](=[O:13])[C:5]2[C:10]([CH:11]=1)=[CH:9][C:8]([CH3:12])=[CH:7][CH:6]=2.[OH:14][CH2:15][CH2:16][N:17]1[CH2:22][CH2:21][NH:20][CH2:19][CH2:18]1, predict the reaction product. The product is: [OH:14][CH2:15][CH2:16][N:17]1[CH2:22][CH2:21][N:20]([C:2]2[NH:3][C:4](=[O:13])[C:5]3[C:10]([CH:11]=2)=[CH:9][C:8]([CH3:12])=[CH:7][CH:6]=3)[CH2:19][CH2:18]1. (2) Given the reactants [CH2:1]([C:3]1[CH:18]=[C:17]([C:19](=[NH:22])[NH:20][OH:21])[CH:16]=[C:15]([CH3:23])[C:4]=1[O:5][CH2:6][C@@H:7]([OH:14])[CH2:8][NH:9][C:10](=[O:13])[CH2:11][OH:12])C.C1O[C@H]1CO, predict the reaction product. The product is: [OH:12][CH2:11][C:10]([NH:9][CH2:8][C@@H:7]([OH:14])[CH2:6][O:5][C:4]1[C:3]([CH3:1])=[CH:18][C:17]([C:19](=[NH:22])[NH:20][OH:21])=[CH:16][C:15]=1[CH3:23])=[O:13].